Dataset: Forward reaction prediction with 1.9M reactions from USPTO patents (1976-2016). Task: Predict the product of the given reaction. (1) Given the reactants [Cl:1][C:2]1[CH:10]=[CH:9][C:5]([C:6]([OH:8])=O)=[CH:4][C:3]=1[C:11]#[N:12].C(N1C=CN=C1)(N1C=CN=C1)=O.[CH:25]([NH2:28])([CH3:27])[CH3:26], predict the reaction product. The product is: [Cl:1][C:2]1[CH:10]=[CH:9][C:5]([C:6]([NH:28][CH:25]([CH3:27])[CH3:26])=[O:8])=[CH:4][C:3]=1[C:11]#[N:12]. (2) Given the reactants [Cl:1][C:2]1[CH:3]=[C:4]([N+:11]([O-])=O)[CH:5]=[C:6]2[C:10]=1[NH:9][CH:8]=[CH:7]2, predict the reaction product. The product is: [Cl:1][C:2]1[CH:3]=[C:4]([NH2:11])[CH:5]=[C:6]2[C:10]=1[NH:9][CH:8]=[CH:7]2. (3) The product is: [O:1]1[C:5]2[CH:6]=[CH:7][CH:8]=[CH:9][C:4]=2[N:3]=[C:2]1[C:10]1[CH:11]=[N:12][N:13]([CH2:15][CH2:16][C@@:17]([CH3:25])([S:21]([CH3:24])(=[O:23])=[O:22])[C:18]([NH:40][O:39][CH:34]2[CH2:35][CH2:36][CH2:37][CH2:38][O:33]2)=[O:19])[CH:14]=1. Given the reactants [O:1]1[C:5]2[CH:6]=[CH:7][CH:8]=[CH:9][C:4]=2[N:3]=[C:2]1[C:10]1[CH:11]=[N:12][N:13]([CH2:15][CH2:16][C@@:17]([CH3:25])([S:21]([CH3:24])(=[O:23])=[O:22])[C:18](O)=[O:19])[CH:14]=1.CN1CCOCC1.[O:33]1[CH2:38][CH2:37][CH2:36][CH2:35][CH:34]1[O:39][NH2:40].O, predict the reaction product. (4) Given the reactants [N:1]1([CH:10]([NH:14][C:15]([O:17][CH2:18][C:19]2[CH:24]=[CH:23][CH:22]=[CH:21][CH:20]=2)=[O:16])[C:11]([OH:13])=O)[C:5]2[CH:6]=[CH:7][CH:8]=[CH:9][C:4]=2[N:3]=[N:2]1.[C:25](Cl)(=[O:29])[C:26](Cl)=O.C[N:32]1[CH2:37][CH2:36][O:35][CH2:34][CH2:33]1, predict the reaction product. The product is: [N:1]1([CH:10]([NH:14][C:15](=[O:16])[O:17][CH2:18][C:19]2[CH:24]=[CH:23][CH:22]=[CH:21][CH:20]=2)[C:11](=[O:13])[NH:32][C:37]2[C:33]3[CH:18]=[CH:19][CH:20]=[CH:21][C:34]=3[O:35][C:36]=2[C:25]([C:26]2[CH:8]=[CH:9][CH:4]=[CH:5][CH:6]=2)=[O:29])[C:5]2[CH:6]=[CH:7][CH:8]=[CH:9][C:4]=2[N:3]=[N:2]1. (5) Given the reactants [F:1][C:2]([F:7])([F:6])[C:3]([OH:5])=[O:4].[Br:8][C:9]1[C:10](=[O:35])[N:11]([CH2:26][C:27]2[CH:32]=[CH:31][N:30]=[C:29](C#N)[N:28]=2)[C:12]([CH3:25])=[CH:13][C:14]=1[O:15][CH2:16][C:17]1[CH:22]=[CH:21][C:20]([F:23])=[CH:19][C:18]=1[F:24], predict the reaction product. The product is: [F:1][C:2]([F:7])([F:6])[C:3]([OH:5])=[O:4].[Br:8][C:9]1[C:10](=[O:35])[N:11]([CH2:26][C:27]2[CH:32]=[CH:31][N:30]=[C:29]([OH:4])[N:28]=2)[C:12]([CH3:25])=[CH:13][C:14]=1[O:15][CH2:16][C:17]1[CH:22]=[CH:21][C:20]([F:23])=[CH:19][C:18]=1[F:24].